This data is from Catalyst prediction with 721,799 reactions and 888 catalyst types from USPTO. The task is: Predict which catalyst facilitates the given reaction. Reactant: [C:1]1([C:7](=O)[CH3:8])[CH:6]=[CH:5][CH:4]=[CH:3][CH:2]=1.[CH:10]1([NH2:13])[CH2:12][CH2:11]1.S([O-])([O-])(=O)=O.[Mg+2]. Product: [C:1]1([CH:7]([NH:13][CH:10]2[CH2:12][CH2:11]2)[CH3:8])[CH:6]=[CH:5][CH:4]=[CH:3][CH:2]=1. The catalyst class is: 4.